This data is from Full USPTO retrosynthesis dataset with 1.9M reactions from patents (1976-2016). The task is: Predict the reactants needed to synthesize the given product. (1) Given the product [C:6]([C:5]1[CH:8]=[CH:9][C:2]([NH:1][CH2:11][C:12]([OH:14])=[O:13])=[CH:3][CH:4]=1)#[N:7], predict the reactants needed to synthesize it. The reactants are: [NH2:1][C:2]1[CH:9]=[CH:8][C:5]([C:6]#[N:7])=[CH:4][CH:3]=1.Br[CH2:11][C:12]([OH:14])=[O:13]. (2) Given the product [Cl:1][C:2]1[CH:7]=[C:6]([O:20][CH2:19][C:16]2[CH:15]=[CH:14][C:13]([O:12][CH3:11])=[CH:18][CH:17]=2)[N:5]=[C:4]([S:9][CH3:10])[N:3]=1, predict the reactants needed to synthesize it. The reactants are: [Cl:1][C:2]1[CH:7]=[C:6](Cl)[N:5]=[C:4]([S:9][CH3:10])[N:3]=1.[CH3:11][O:12][C:13]1[CH:14]=[CH:15][C:16]([CH2:19][OH:20])=[CH:17][CH:18]=1.C([O-])([O-])=O.[K+].[K+].O.